This data is from Catalyst prediction with 721,799 reactions and 888 catalyst types from USPTO. The task is: Predict which catalyst facilitates the given reaction. (1) Reactant: [Br:1][C:2]1[CH:10]=[C:9]([Cl:11])[CH:8]=[CH:7][C:3]=1[CH2:4][CH2:5][NH2:6].C(=O)([O-])O.[Na+].Br[CH2:18][C:19]([C:21]1[CH:26]=[CH:25][CH:24]=[CH:23][C:22]=1[NH:27][C:28](=[O:30])[CH3:29])=[O:20]. Product: [Br:1][C:2]1[CH:10]=[C:9]([Cl:11])[CH:8]=[CH:7][C:3]=1[CH2:4][CH2:5][NH:6][CH2:18][C:19]([C:21]1[CH:26]=[CH:25][CH:24]=[CH:23][C:22]=1[NH:27][C:28](=[O:30])[CH3:29])=[O:20]. The catalyst class is: 8. (2) Reactant: C(Cl)(=O)C(Cl)=O.[C:7]1([CH3:16])[CH:12]=[CH:11][CH:10]=[C:9]([C:13]([OH:15])=O)[CH:8]=1.[N:17]1[CH:22]=[CH:21][C:20]([C:23]2[N:24]=[C:25]([NH2:28])[S:26][CH:27]=2)=[CH:19][CH:18]=1. Product: [CH3:16][C:7]1[CH:8]=[C:9]([CH:10]=[CH:11][CH:12]=1)[C:13]([NH:28][C:25]1[S:26][CH:27]=[C:23]([C:20]2[CH:21]=[CH:22][N:17]=[CH:18][CH:19]=2)[N:24]=1)=[O:15]. The catalyst class is: 85. (3) Reactant: C[Si](C)(C)CCOC[N:7](COCC[Si](C)(C)C)[C:8]1[N:13]2[N:14]=[CH:15][C:16]([C:17]3[CH:18]=[N:19][C:20]([C:23]4[CH:28]=[CH:27][CH:26]=[CH:25][CH:24]=4)=[CH:21][CH:22]=3)=[C:12]2[N:11]=[C:10]([CH:29]2[CH2:35][CH:34]3[N:36](C(OC(C)(C)C)=O)[CH:31]([CH2:32][CH2:33]3)[CH2:30]2)[C:9]=1[C:44]([O:46]CC)=[CH2:45].[ClH:59]. Product: [NH2:7][C:8]1[N:13]2[N:14]=[CH:15][C:16]([C:17]3[CH:18]=[N:19][C:20]([C:23]4[CH:24]=[CH:25][CH:26]=[CH:27][CH:28]=4)=[CH:21][CH:22]=3)=[C:12]2[N:11]=[C:10]([CH:29]2[CH2:35][CH:34]3[NH:36][CH:31]([CH2:32][CH2:33]3)[CH2:30]2)[C:9]=1[C:44](=[O:46])[CH3:45].[ClH:59]. The catalyst class is: 38. (4) Reactant: [CH3:1][C:2]1[CH:7]=[CH:6][CH:5]=[CH:4][C:3]=1[C:8]1[C:9]2[CH:16]=[C:15]([O:17][CH2:18][C:19]3[CH:24]=[CH:23][C:22]([CH2:25][CH2:26][C:27]([O:29]CC)=[O:28])=[CH:21][CH:20]=3)[CH:14]=[CH:13][C:10]=2[S:11][CH:12]=1.[Li+].[OH-].Cl. Product: [CH3:1][C:2]1[CH:7]=[CH:6][CH:5]=[CH:4][C:3]=1[C:8]1[C:9]2[CH:16]=[C:15]([O:17][CH2:18][C:19]3[CH:20]=[CH:21][C:22]([CH2:25][CH2:26][C:27]([OH:29])=[O:28])=[CH:23][CH:24]=3)[CH:14]=[CH:13][C:10]=2[S:11][CH:12]=1. The catalyst class is: 14. (5) Reactant: [CH2:1]([S:3]([N:6]1[CH2:11][CH2:10][C:9]([CH2:14][CH:15]([CH3:17])[CH3:16])([C:12]#[N:13])[CH2:8][CH2:7]1)(=[O:5])=[O:4])[CH3:2].N.O. Product: [CH2:1]([S:3]([N:6]1[CH2:7][CH2:8][C:9]([CH2:12][NH2:13])([CH2:14][CH:15]([CH3:16])[CH3:17])[CH2:10][CH2:11]1)(=[O:4])=[O:5])[CH3:2]. The catalyst class is: 94. (6) Reactant: [C:1]1([CH:7]([NH:29]S(C(C)(C)C)=O)[C:8]2[CH:13]=[CH:12][C:11]([C:14]3[N:22]=[CH:21][N:20]=[C:19]4[C:15]=3[N:16]=[CH:17][N:18]4C3CCCCO3)=[CH:10][CH:9]=2)[CH:6]=[CH:5][CH:4]=[CH:3][CH:2]=1.Cl. Product: [C:1]1([CH:7]([NH2:29])[C:8]2[CH:13]=[CH:12][C:11]([C:14]3[N:22]=[CH:21][N:20]=[C:19]4[C:15]=3[N:16]=[CH:17][NH:18]4)=[CH:10][CH:9]=2)[CH:2]=[CH:3][CH:4]=[CH:5][CH:6]=1. The catalyst class is: 8. (7) Reactant: [F:1][CH:2]1[CH2:5][N:4]([S:6]([C:9]2[CH:14]=[CH:13][C:12](B3OC(C)(C)C(C)(C)O3)=[CH:11][CH:10]=2)(=[O:8])=[O:7])[CH2:3]1.Br[C:25]1[C:30]([C:31]([F:34])([F:33])[F:32])=[CH:29][C:28]([NH:35][C:36]2[N:40]=[C:39]([NH2:41])[NH:38][N:37]=2)=[CH:27][C:26]=1[Cl:42].CN1C(C)(C)CC(SC2C=CC(B3OC(C)(C)C(C)(C)O3)=CC=2)CC1(C)C.C(=O)([O-])[O-].[K+].[K+]. Product: [Cl:42][C:26]1[C:25]([C:12]2[CH:11]=[CH:10][C:9]([S:6]([N:4]3[CH2:3][CH:2]([F:1])[CH2:5]3)(=[O:7])=[O:8])=[CH:14][CH:13]=2)=[C:30]([C:31]([F:32])([F:33])[F:34])[CH:29]=[C:28]([NH:35][C:36]2[N:40]=[C:39]([NH2:41])[NH:38][N:37]=2)[CH:27]=1. The catalyst class is: 6.